From a dataset of Catalyst prediction with 721,799 reactions and 888 catalyst types from USPTO. Predict which catalyst facilitates the given reaction. (1) Reactant: [O:1]1[CH2:6][CH2:5][N:4]([CH2:7][C:8]2[CH:9]=[C:10]3[N:16]=[C:15]([C:17]4[CH:23]=[CH:22][CH:21]=[CH:20][C:18]=4[NH2:19])[S:14][C:11]3=[N:12][CH:13]=2)[CH2:3][CH2:2]1.[C:24]1([C:30]2[N:31]=[C:32]([C:35](O)=[O:36])[S:33][CH:34]=2)[CH:29]=[CH:28][CH:27]=[CH:26][CH:25]=1. Product: [O:1]1[CH2:6][CH2:5][N:4]([CH2:7][C:8]2[CH:9]=[C:10]3[N:16]=[C:15]([C:17]4[CH:23]=[CH:22][CH:21]=[CH:20][C:18]=4[NH:19][C:35]([C:32]4[S:33][CH:34]=[C:30]([C:24]5[CH:25]=[CH:26][CH:27]=[CH:28][CH:29]=5)[N:31]=4)=[O:36])[S:14][C:11]3=[N:12][CH:13]=2)[CH2:3][CH2:2]1. The catalyst class is: 6. (2) Reactant: C([O:3][C:4]([C:6]1[S:7][CH:8]=[C:9]([C:11]2[CH:16]=[CH:15][CH:14]=[CH:13][CH:12]=2)[N:10]=1)=[O:5])C. Product: [C:11]1([C:9]2[N:10]=[C:6]([C:4]([OH:5])=[O:3])[S:7][CH:8]=2)[CH:12]=[CH:13][CH:14]=[CH:15][CH:16]=1. The catalyst class is: 464. (3) Reactant: [Br:1]Br.[CH3:3][C:4]([C:6]1[CH:11]=[CH:10][C:9]([Br:12])=[CH:8][CH:7]=1)=[O:5]. Product: [Br:1][CH2:3][C:4]([C:6]1[CH:11]=[CH:10][C:9]([Br:12])=[CH:8][CH:7]=1)=[O:5]. The catalyst class is: 34. (4) Reactant: [CH2:1]([O:8][C:9]([N:11]1[CH2:16][CH2:15][NH:14][CH:13]([CH2:17][C:18]2[CH:23]=[CH:22][CH:21]=[C:20]([O:24][CH3:25])[C:19]=2[O:26][CH3:27])[CH2:12]1)=[O:10])[C:2]1[CH:7]=[CH:6][CH:5]=[CH:4][CH:3]=1.C(N(CC)CC)C.[F:35][C:36]([F:51])([F:50])[C:37]1[CH:38]=[C:39]([CH:43]=[C:44]([C:46]([F:49])([F:48])[F:47])[CH:45]=1)[C:40](Cl)=[O:41].C(=O)([O-])O.[Na+]. Product: [F:35][C:36]([F:50])([F:51])[C:37]1[CH:38]=[C:39]([CH:43]=[C:44]([C:46]([F:49])([F:47])[F:48])[CH:45]=1)[C:40]([N:14]1[CH2:15][CH2:16][N:11]([C:9]([O:8][CH2:1][C:2]2[CH:3]=[CH:4][CH:5]=[CH:6][CH:7]=2)=[O:10])[CH2:12][CH:13]1[CH2:17][C:18]1[CH:23]=[CH:22][CH:21]=[C:20]([O:24][CH3:25])[C:19]=1[O:26][CH3:27])=[O:41]. The catalyst class is: 46.